Predict the reaction yield, written as a fraction of the theoretical maximum amount of product (1.0 means a 100% yield; for example, 0.34 means a 34% yield). From a dataset of Reaction yield outcomes from USPTO patents with 853,638 reactions. The reactants are C(NC(C)C)(C)C.C([Li])CCC.[O:13]=[C:14]1[CH2:19][CH2:18][N:17]([C:20]([O:22][C:23]([CH3:26])([CH3:25])[CH3:24])=[O:21])[CH2:16][CH2:15]1.C1C=CC(N([S:34]([C:37]([F:40])([F:39])[F:38])(=[O:36])=[O:35])[S:34]([C:37]([F:40])([F:39])[F:38])(=[O:36])=[O:35])=CC=1. The catalyst is C1COCC1. The product is [F:38][C:37]([F:40])([F:39])[S:34]([O:13][C:14]1[CH2:19][CH2:18][N:17]([C:20]([O:22][C:23]([CH3:26])([CH3:25])[CH3:24])=[O:21])[CH2:16][CH:15]=1)(=[O:36])=[O:35]. The yield is 0.960.